From a dataset of Peptide-MHC class I binding affinity with 185,985 pairs from IEDB/IMGT. Regression. Given a peptide amino acid sequence and an MHC pseudo amino acid sequence, predict their binding affinity value. This is MHC class I binding data. (1) The peptide sequence is YLDADREFL. The binding affinity (normalized) is 0.0847. The MHC is HLA-A31:01 with pseudo-sequence HLA-A31:01. (2) The peptide sequence is LSLVNQIKM. The MHC is H-2-Kb with pseudo-sequence H-2-Kb. The binding affinity (normalized) is 0.222. (3) The peptide sequence is MTGDTPINI. The MHC is Mamu-A2601 with pseudo-sequence Mamu-A2601. The binding affinity (normalized) is 0.